This data is from Forward reaction prediction with 1.9M reactions from USPTO patents (1976-2016). The task is: Predict the product of the given reaction. Given the reactants [OH:1][CH:2]([CH:6]([NH:14][C:15](=[O:33])[C:16]1[CH:21]=[CH:20][CH:19]=[N:18][C:17]=1[N:22]1[CH:26]=[CH:25][C:24]([C:27]2[CH:32]=[CH:31][CH:30]=[CH:29][CH:28]=2)=[N:23]1)[CH2:7][C:8]1[CH:13]=[CH:12][CH:11]=[CH:10][CH:9]=1)[C:3]([OH:5])=O.[CH2:34]([NH2:37])[CH:35]=[CH2:36], predict the reaction product. The product is: [CH2:34]([NH:37][C:3](=[O:5])[CH:2]([OH:1])[CH:6]([NH:14][C:15](=[O:33])[C:16]1[CH:21]=[CH:20][CH:19]=[N:18][C:17]=1[N:22]1[CH:26]=[CH:25][C:24]([C:27]2[CH:32]=[CH:31][CH:30]=[CH:29][CH:28]=2)=[N:23]1)[CH2:7][C:8]1[CH:13]=[CH:12][CH:11]=[CH:10][CH:9]=1)[CH:35]=[CH2:36].